This data is from Reaction yield outcomes from USPTO patents with 853,638 reactions. The task is: Predict the reaction yield, written as a fraction of the theoretical maximum amount of product (1.0 means a 100% yield; for example, 0.34 means a 34% yield). (1) The reactants are [Br:1][C:2]1[CH:3]=[C:4]([N:8]2[CH2:13][CH2:12][CH:11]([C:14]([OH:16])=O)[CH2:10][CH2:9]2)[CH:5]=[CH:6][CH:7]=1.S(Cl)(Cl)=O.Cl.[CH3:22][NH:23][CH3:24].C(N(CC)CC)C. The catalyst is O1CCOCC1.O.ClCCl. The product is [Br:1][C:2]1[CH:3]=[C:4]([N:8]2[CH2:13][CH2:12][CH:11]([C:14]([N:23]([CH3:24])[CH3:22])=[O:16])[CH2:10][CH2:9]2)[CH:5]=[CH:6][CH:7]=1. The yield is 1.00. (2) The reactants are Cl[C:2]1[N:7]=[C:6]([C:8]2[N:12]3[CH:13]=[CH:14][CH:15]=[CH:16][C:11]3=[N:10][C:9]=2[C:17]2[CH:18]=[CH:19][C:20]([O:34][CH3:35])=[C:21]([CH:33]=2)[C:22]([NH:24][C:25]2[C:30]([F:31])=[CH:29][CH:28]=[CH:27][C:26]=2[F:32])=[O:23])[CH:5]=[CH:4][N:3]=1.[CH3:36][CH2:37][O:38][C:39]1[CH:45]=[C:44]([CH:46]2[CH2:51][CH2:50][N:49]([CH2:52][CH2:53][CH3:54])[CH2:48][CH2:47]2)[CH:43]=[CH:42][C:40]=1[NH2:41].C1(C)C=CC(S(O)(=O)=O)=CC=1.C[O-].[Na+]. The catalyst is C(Cl)Cl.CC(O)C. The product is [F:32][C:26]1[CH:27]=[CH:28][CH:29]=[C:30]([F:31])[C:25]=1[NH:24][C:22](=[O:23])[C:21]1[CH:33]=[C:17]([C:9]2[N:10]=[C:11]3[CH:16]=[CH:15][CH:14]=[CH:13][N:12]3[C:8]=2[C:6]2[CH:5]=[CH:4][N:3]=[C:2]([NH:41][C:40]3[CH:42]=[CH:43][C:44]([CH:46]4[CH2:47][CH2:48][N:49]([CH2:52][CH2:53][CH3:54])[CH2:50][CH2:51]4)=[CH:45][C:39]=3[O:38][CH2:37][CH3:36])[N:7]=2)[CH:18]=[CH:19][C:20]=1[O:34][CH3:35]. The yield is 0.570. (3) The reactants are Cl.Cl.[CH3:3][N:4]([CH2:6][CH:7]1[C:16]([C:18]2[CH:23]=[CH:22][CH:21]=[C:20]([F:24])[CH:19]=2)([OH:17])[CH2:15][CH2:14][C:9]2(OCC[O:10]2)[CH2:8]1)[CH3:5].[CH3:25][S:26]([OH:29])(=[O:28])=[O:27]. The catalyst is O1CCCC1.O. The product is [CH3:25][S:26]([OH:29])(=[O:28])=[O:27].[CH3:5][N:4]([CH2:6][CH:7]1[C:16]([C:18]2[CH:23]=[CH:22][CH:21]=[C:20]([F:24])[CH:19]=2)([OH:17])[CH2:15][CH2:14][C:9](=[O:10])[CH2:8]1)[CH3:3]. The yield is 0.530. (4) The reactants are C(O)(=O)C.[N+:5]([C:8]1[CH:9]=[C:10]([N:14]2[C:18]([C:19]3[CH:24]=[CH:23][CH:22]=[CH:21][CH:20]=3)=[CH:17][C:16]([C:25]([F:28])([F:27])[F:26])=[N:15]2)[CH:11]=[CH:12][CH:13]=1)([O-])=O. The catalyst is [Pd].C(O)C. The product is [NH2:5][C:8]1[CH:9]=[C:10]([N:14]2[C:18]([C:19]3[CH:24]=[CH:23][CH:22]=[CH:21][CH:20]=3)=[CH:17][C:16]([C:25]([F:28])([F:27])[F:26])=[N:15]2)[CH:11]=[CH:12][CH:13]=1. The yield is 0.914. (5) The reactants are [F:1][CH:2]([F:44])[C:3]1[N:7]([C:8]2[N:13]=[C:12]([N:14]3[CH2:19][CH2:18][O:17][CH2:16][CH2:15]3)[N:11]=[C:10]([N:20]3[CH2:25][CH2:24][CH:23]([N:26]([CH3:34])[C:27](=[O:33])[O:28][C:29]([CH3:32])([CH3:31])[CH3:30])[CH2:22][CH2:21]3)[N:9]=2)[C:6]2[CH:35]=[CH:36][CH:37]=[C:38]([O:39][CH2:40][CH2:41][CH2:42]O)[C:5]=2[N:4]=1.CS(Cl)(=O)=O.C[CH2:51][N:52](CC)[CH2:53]C.C(Cl)Cl.CCOC(C)=O. The catalyst is C1COCC1.N(C)C. The product is [F:44][CH:2]([F:1])[C:3]1[N:7]([C:8]2[N:13]=[C:12]([N:14]3[CH2:19][CH2:18][O:17][CH2:16][CH2:15]3)[N:11]=[C:10]([N:20]3[CH2:25][CH2:24][CH:23]([N:26]([CH3:34])[C:27](=[O:33])[O:28][C:29]([CH3:30])([CH3:31])[CH3:32])[CH2:22][CH2:21]3)[N:9]=2)[C:6]2[CH:35]=[CH:36][CH:37]=[C:38]([O:39][CH2:40][CH2:41][CH2:42][N:52]([CH3:53])[CH3:51])[C:5]=2[N:4]=1. The yield is 1.00.